Dataset: Forward reaction prediction with 1.9M reactions from USPTO patents (1976-2016). Task: Predict the product of the given reaction. (1) Given the reactants [CH3:1][O:2][C:3]1[CH:20]=[CH:19][C:6]([CH2:7][N:8]2[CH:12]=[C:11]([C:13]3[S:14][CH:15]=[C:16]([NH2:18])[N:17]=3)[CH:10]=[N:9]2)=[CH:5][CH:4]=1.Cl[C:22]1[CH:27]=[CH:26][CH:25]=[CH:24][N:23]=1.C1(P(C(C)(C)C)F)CCCCC1.CC(C)([O-])C.[Na+], predict the reaction product. The product is: [CH3:1][O:2][C:3]1[CH:4]=[CH:5][C:6]([CH2:7][N:8]2[CH:12]=[C:11]([C:13]3[S:14][CH:15]=[C:16]([NH:18][C:22]4[CH:27]=[CH:26][CH:25]=[CH:24][N:23]=4)[N:17]=3)[CH:10]=[N:9]2)=[CH:19][CH:20]=1. (2) Given the reactants [Cl:1][C:2]1[CH:7]=[CH:6][C:5]([C:8]2[N:9]([CH2:14][C@H:15]([OH:20])[C:16]([F:19])([F:18])[F:17])[C:10](=[O:13])[NH:11][N:12]=2)=[CH:4][CH:3]=1.Br[CH2:22][C:23]1[O:27][C:26]([C:28]2[CH:33]=[CH:32][CH:31]=[CH:30][C:29]=2[Cl:34])=[N:25][CH:24]=1, predict the reaction product. The product is: [Cl:1][C:2]1[CH:7]=[CH:6][C:5]([C:8]2[N:9]([CH2:14][C@H:15]([OH:20])[C:16]([F:18])([F:19])[F:17])[C:10](=[O:13])[N:11]([CH2:22][C:23]3[O:27][C:26]([C:28]4[CH:33]=[CH:32][CH:31]=[CH:30][C:29]=4[Cl:34])=[N:25][CH:24]=3)[N:12]=2)=[CH:4][CH:3]=1. (3) Given the reactants [Cl:1][C:2]1[CH:7]=[CH:6][C:5]([OH:8])=[CH:4][C:3]=1[C:9]([F:12])([F:11])[F:10].C([O-])([O-])=O.[K+].[K+].F[C:20]1[CH:27]=[CH:26][C:23]([C:24]#[N:25])=[CH:22][CH:21]=1, predict the reaction product. The product is: [Cl:1][C:2]1[CH:7]=[CH:6][C:5]([O:8][C:20]2[CH:27]=[CH:26][C:23]([C:24]#[N:25])=[CH:22][CH:21]=2)=[CH:4][C:3]=1[C:9]([F:10])([F:11])[F:12]. (4) The product is: [NH2:1][C:2]1[C:3]([C:24]([O:26][CH3:31])=[O:25])=[N:4][C:5]([C:14]2[CH:19]=[CH:18][C:17](=[O:20])[N:16]([CH:21]([CH3:23])[CH3:22])[CH:15]=2)=[C:6]([C:8]2[CH:9]=[CH:10][CH:11]=[CH:12][CH:13]=2)[N:7]=1. Given the reactants [NH2:1][C:2]1[C:3]([C:24]([OH:26])=[O:25])=[N:4][C:5]([C:14]2[CH:19]=[CH:18][C:17](=[O:20])[N:16]([CH:21]([CH3:23])[CH3:22])[CH:15]=2)=[C:6]([C:8]2[CH:13]=[CH:12][CH:11]=[CH:10][CH:9]=2)[N:7]=1.S(Cl)(Cl)=O.[CH3:31]O, predict the reaction product. (5) Given the reactants [CH2:1]([N:8]1[C:16]2[C:11](=[CH:12][C:13]([NH:17][C:18]3[C:19]([C:27]([O:29]C)=[O:28])=[N:20][C:21]([CH:24]4[CH2:26][CH2:25]4)=[CH:22][N:23]=3)=[CH:14][CH:15]=2)[CH:10]=[CH:9]1)[C:2]1[CH:7]=[CH:6][CH:5]=[CH:4][CH:3]=1.[OH-].[Na+].O.Cl, predict the reaction product. The product is: [CH2:1]([N:8]1[C:16]2[C:11](=[CH:12][C:13]([NH:17][C:18]3[C:19]([C:27]([OH:29])=[O:28])=[N:20][C:21]([CH:24]4[CH2:25][CH2:26]4)=[CH:22][N:23]=3)=[CH:14][CH:15]=2)[CH:10]=[CH:9]1)[C:2]1[CH:7]=[CH:6][CH:5]=[CH:4][CH:3]=1. (6) Given the reactants [F:1][C:2]1[CH:3]=[CH:4][C:5]([O:13][CH2:14][CH2:15][CH3:16])=[C:6]([CH2:8][CH2:9][C:10]([OH:12])=O)[CH:7]=1.[CH:17]([NH:20][NH:21][C:22](=[O:29])[C:23]1[CH:28]=[CH:27][CH:26]=[CH:25][CH:24]=1)([CH3:19])[CH3:18].C(N(C(C)C)CC)(C)C.C1CN([P+](Br)(N2CCCC2)N2CCCC2)CC1.F[P-](F)(F)(F)(F)F, predict the reaction product. The product is: [F:1][C:2]1[CH:3]=[CH:4][C:5]([O:13][CH2:14][CH2:15][CH3:16])=[C:6]([CH2:8][CH2:9][C:10]([N:20]([CH:17]([CH3:19])[CH3:18])[NH:21][C:22](=[O:29])[C:23]2[CH:28]=[CH:27][CH:26]=[CH:25][CH:24]=2)=[O:12])[CH:7]=1.